Dataset: Forward reaction prediction with 1.9M reactions from USPTO patents (1976-2016). Task: Predict the product of the given reaction. (1) Given the reactants [S:1](=[N:4][C:5]([NH2:7])=[O:6])(=[O:3])=[O:2].C(OC(=O)[N:14]([C:16]1[CH:17]=[C:18]2[C:23](=[CH:24][C:25]=1[F:26])[C:22](=[O:27])[N:21]([C:28]1[CH:33]=[CH:32][C:31](N)=[CH:30][CH:29]=1)[CH:20]=[CH:19]2)C)(C)(C)C.[C:36]([C:38]1[S:42][C:41](S(N)(=O)=O)=[CH:40][CH:39]=1)#[CH:37], predict the reaction product. The product is: [NH2:14][C:16]1[CH:17]=[C:18]2[C:23](=[CH:24][C:25]=1[F:26])[C:22](=[O:27])[N:21]([C:28]1[CH:29]=[CH:30][C:31]([NH:7][C:5]([NH:4][S:1]([C:41]3[S:42][C:38]([C:36]#[CH:37])=[CH:39][CH:40]=3)(=[O:3])=[O:2])=[O:6])=[CH:32][CH:33]=1)[CH:20]=[CH:19]2. (2) Given the reactants [CH:1]1([CH2:4][O:5][C:6]2[CH:7]=[CH:8][C:9]3[C:13]([CH:14]=2)=[N:12][N:11]([C:15]2[CH:20]=[CH:19][C:18]([O:21][Si:22]([CH:29]([CH3:31])[CH3:30])([CH:26]([CH3:28])[CH3:27])[CH:23]([CH3:25])[CH3:24])=[CH:17][CH:16]=2)[CH:10]=3)[CH2:3][CH2:2]1.[CH:32]([N-]C(C)C)(C)C.[Li+].CI.O, predict the reaction product. The product is: [CH:1]1([CH2:4][O:5][C:6]2[CH:7]=[CH:8][C:9]3[C:13]([CH:14]=2)=[N:12][N:11]([C:15]2[CH:20]=[CH:19][C:18]([O:21][Si:22]([CH:26]([CH3:28])[CH3:27])([CH:23]([CH3:25])[CH3:24])[CH:29]([CH3:31])[CH3:30])=[CH:17][CH:16]=2)[C:10]=3[CH3:32])[CH2:2][CH2:3]1. (3) Given the reactants [Cl:1][C:2]1[CH:7]=[CH:6][CH:5]=[CH:4][C:3]=1[S:8]([N:11]1[CH2:21][CH2:20][C:14]2([C:18](=[O:19])[NH:17][CH2:16][CH2:15]2)[CH2:13][CH2:12]1)(=[O:10])=[O:9].Br[C:23]1[CH:28]=[CH:27][C:26]([C:29]2([OH:33])[CH2:32][CH2:31][CH2:30]2)=[CH:25][CH:24]=1, predict the reaction product. The product is: [Cl:1][C:2]1[CH:7]=[CH:6][CH:5]=[CH:4][C:3]=1[S:8]([N:11]1[CH2:21][CH2:20][C:14]2([C:18](=[O:19])[N:17]([C:23]3[CH:28]=[CH:27][C:26]([C:29]4([OH:33])[CH2:32][CH2:31][CH2:30]4)=[CH:25][CH:24]=3)[CH2:16][CH2:15]2)[CH2:13][CH2:12]1)(=[O:9])=[O:10]. (4) The product is: [C:1]([C:3]1[C:4]([N:24]2[CH2:29][CH2:28][CH:27]([C:30]([NH:45][S:42]([CH2:41][C:35]3[CH:36]=[CH:37][C:38]([F:40])=[CH:39][C:34]=3[F:33])(=[O:43])=[O:44])=[O:31])[CH2:26][CH2:25]2)=[N:5][C:6]([CH2:17][N:18]2[CH2:22][CH2:21][CH2:20][C:19]2=[O:23])=[C:7]([C:9](=[O:16])[CH2:10][CH2:11][C:12]([F:14])([F:13])[F:15])[CH:8]=1)#[N:2]. Given the reactants [C:1]([C:3]1[C:4]([N:24]2[CH2:29][CH2:28][CH:27]([C:30](O)=[O:31])[CH2:26][CH2:25]2)=[N:5][C:6]([CH2:17][N:18]2[CH2:22][CH2:21][CH2:20][C:19]2=[O:23])=[C:7]([C:9](=[O:16])[CH2:10][CH2:11][C:12]([F:15])([F:14])[F:13])[CH:8]=1)#[N:2].[F:33][C:34]1[CH:39]=[C:38]([F:40])[CH:37]=[CH:36][C:35]=1[CH2:41][S:42]([NH2:45])(=[O:44])=[O:43], predict the reaction product. (5) The product is: [Cl:20][C:3]1[C:4]([Cl:19])=[C:5]([CH2:6][C:7]([OH:16])([C:12]([F:15])([F:14])[F:13])[C:8]([F:11])([F:10])[F:9])[CH:17]=[CH:18][C:2]=1[C:34]1[S:33][C:32]([C:35]2[O:36][C:58]([C:57]([OH:56])([CH3:59])[CH3:79])=[N:38][N:37]=2)=[N:31][C:30]=1[C:28]([N:25]1[CH2:24][CH2:23][C:22]([F:21])([F:45])[CH2:27][CH2:26]1)=[O:29]. Given the reactants Br[C:2]1[CH:18]=[CH:17][C:5]([CH2:6][C:7]([OH:16])([C:12]([F:15])([F:14])[F:13])[C:8]([F:11])([F:10])[F:9])=[C:4]([Cl:19])[C:3]=1[Cl:20].[F:21][C:22]1([F:45])[CH2:27][CH2:26][N:25]([C:28]([C:30]2[N:31]=[C:32]([C:35]([N:37](C(=O)C(O)(C)C)[NH2:38])=[O:36])[S:33][CH:34]=2)=[O:29])[CH2:24][CH2:23]1.[CH3:58][CH:57]([O:56]C1C=CC=C([O:56][CH:57]([CH3:59])[CH3:58])C=1C1C(P(C2CCCCC2)C2CCCCC2)=CC=CC=1)[CH3:59].[CH3:79]C([O-])=O.[K+].C(O)(=O)C(C)(C)C, predict the reaction product. (6) Given the reactants [C:1]([C:3]1[CH:8]=[CH:7][C:6]([O:9][CH3:10])=[CH:5][C:4]=1[CH3:11])#[CH:2].[Cl:12][C:13]1[C:14]([C:20]#[N:21])=[N:15][CH:16]=[C:17](Cl)[CH:18]=1.C(N(CC)CC)C.CN(C=O)C, predict the reaction product. The product is: [Cl:12][C:13]1[C:14]([C:20]#[N:21])=[N:15][CH:16]=[C:17]([C:2]#[C:1][C:3]2[CH:8]=[CH:7][C:6]([O:9][CH3:10])=[CH:5][C:4]=2[CH3:11])[CH:18]=1. (7) Given the reactants [CH3:1][O:2][C:3]1[C:18]([O:19][CH3:20])=[CH:17][C:6]([C:7]([NH:9][CH2:10][C:11]2[O:12][C:13]([CH3:16])=[CH:14][CH:15]=2)=[O:8])=[C:5]([N+:21]([O-])=O)[CH:4]=1.O.NN, predict the reaction product. The product is: [CH3:1][O:2][C:3]1[C:18]([O:19][CH3:20])=[CH:17][C:6]([C:7]([NH:9][CH2:10][C:11]2[O:12][C:13]([CH3:16])=[CH:14][CH:15]=2)=[O:8])=[C:5]([NH2:21])[CH:4]=1.